From a dataset of P-glycoprotein inhibition data for predicting drug efflux from Broccatelli et al.. Regression/Classification. Given a drug SMILES string, predict its absorption, distribution, metabolism, or excretion properties. Task type varies by dataset: regression for continuous measurements (e.g., permeability, clearance, half-life) or binary classification for categorical outcomes (e.g., BBB penetration, CYP inhibition). Dataset: pgp_broccatelli. The drug is COc1ccc(-c2oc3cc(O)ccc3c(=O)c2O)cc1OC. The result is 1 (inhibitor).